This data is from Reaction yield outcomes from USPTO patents with 853,638 reactions. The task is: Predict the reaction yield, written as a fraction of the theoretical maximum amount of product (1.0 means a 100% yield; for example, 0.34 means a 34% yield). (1) The reactants are Br[C:2]1[CH:7]=[CH:6][C:5]([CH3:8])=[CH:4][N:3]=1.[O-]P([O-])([O-])=O.[K+].[K+].[K+].[CH3:17][O:18][C:19](=[O:38])[C:20]1[CH:25]=[C:24](B2OC(C)(C)C(C)(C)O2)[CH:23]=[C:22]([N+:35]([O-:37])=[O:36])[CH:21]=1. The catalyst is COCCOC.O.C1C=CC([P]([Pd]([P](C2C=CC=CC=2)(C2C=CC=CC=2)C2C=CC=CC=2)([P](C2C=CC=CC=2)(C2C=CC=CC=2)C2C=CC=CC=2)[P](C2C=CC=CC=2)(C2C=CC=CC=2)C2C=CC=CC=2)(C2C=CC=CC=2)C2C=CC=CC=2)=CC=1. The product is [CH3:17][O:18][C:19](=[O:38])[C:20]1[CH:21]=[C:22]([N+:35]([O-:37])=[O:36])[CH:23]=[C:24]([C:2]2[CH:7]=[CH:6][C:5]([CH3:8])=[CH:4][N:3]=2)[CH:25]=1. The yield is 0.400. (2) The reactants are [C:1]1([CH3:12])[CH:6]=[CH:5][CH:4]=[C:3]([C:7]2([C:10]#[N:11])[CH2:9][CH2:8]2)[CH:2]=1.[ClH:13].[CH2:14]([OH:16])[CH3:15]. No catalyst specified. The product is [ClH:13].[C:1]1([CH3:12])[CH:6]=[CH:5][CH:4]=[C:3]([C:7]2([C:10](=[NH:11])[O:16][CH2:14][CH3:15])[CH2:8][CH2:9]2)[CH:2]=1. The yield is 0.965. (3) The reactants are C1(=O)OCCO1.[F-:7].[K+].Cl[C:10]([O:12][CH2:13][C:14]([CH3:17])([CH3:16])[CH3:15])=[O:11].ClC([O-])=O. No catalyst specified. The product is [F:7][C:10]([O:12][CH2:13][C:14]([CH3:17])([CH3:16])[CH3:15])=[O:11]. The yield is 0.920. (4) The reactants are CS(O[CH:6]1[CH2:9][N:8]([CH:10]([C:17]2[CH:22]=[CH:21][CH:20]=[CH:19][CH:18]=2)[C:11]2[CH:16]=[CH:15][CH:14]=[CH:13][CH:12]=2)[CH2:7]1)(=O)=O.[NH:23]1[CH2:28][CH2:27][O:26][CH2:25][C@H:24]1[CH2:29][OH:30].CCN(C(C)C)C(C)C. The catalyst is C(#N)C. The product is [C:11]1([CH:10]([C:17]2[CH:22]=[CH:21][CH:20]=[CH:19][CH:18]=2)[N:8]2[CH2:9][CH:6]([N:23]3[CH2:28][CH2:27][O:26][CH2:25][C@H:24]3[CH2:29][OH:30])[CH2:7]2)[CH:16]=[CH:15][CH:14]=[CH:13][CH:12]=1. The yield is 0.510. (5) The reactants are [CH3:1][O:2][C:3]1[CH:10]=[CH:9][C:6]([CH:7]=O)=[CH:5][C:4]=1[N+:11]([O-:13])=[O:12].C([CH2:17][S:18]([CH2:21][S:22]([CH2:25][C:26](O)=O)(=[O:24])=[O:23])(=[O:20])=[O:19])(O)=O. The catalyst is C(O)(=O)C. The product is [CH3:1][O:2][C:3]1[CH:10]=[CH:9][C:6](/[CH:7]=[CH:17]/[S:18]([CH2:21][S:22](/[CH:25]=[CH:26]/[C:6]2[CH:9]=[CH:10][C:3]([O:2][CH3:1])=[C:4]([N+:11]([O-:13])=[O:12])[CH:5]=2)(=[O:23])=[O:24])(=[O:19])=[O:20])=[CH:5][C:4]=1[N+:11]([O-:13])=[O:12]. The yield is 0.850. (6) The reactants are [H-].[Na+].[Cl:3][C:4]1[C:12]2[C:11]([NH:13][CH2:14][CH2:15][C:16]3[CH:21]=[CH:20][C:19]([OH:22])=[C:18]([O:23][CH3:24])[CH:17]=3)=[N:10][CH:9]=[N:8][C:7]=2[S:6][CH:5]=1.Cl[C:26]1[CH:31]=[C:30]([C:32]([F:35])([F:34])[F:33])[CH:29]=[CH:28][N:27]=1. The catalyst is CS(C)=O.O. The product is [Cl:3][C:4]1[C:12]2[C:11]([NH:13][CH2:14][CH2:15][C:16]3[CH:21]=[CH:20][C:19]([O:22][C:26]4[CH:31]=[C:30]([C:32]([F:35])([F:34])[F:33])[CH:29]=[CH:28][N:27]=4)=[C:18]([O:23][CH3:24])[CH:17]=3)=[N:10][CH:9]=[N:8][C:7]=2[S:6][CH:5]=1. The yield is 0.330. (7) The product is [C:11]1(=[O:19])[CH2:18][CH2:17][CH2:16][CH2:15][CH2:14][CH2:13][CH2:12]1.[CH:30]1([OH:31])[CH2:29][CH2:24][CH2:25][CH2:26][CH2:27][CH2:28][CH2:2]1. No catalyst specified. The yield is 0.165. The reactants are F[C:2](F)(F)C1C=CC=CC=1.[CH2:11]1[CH2:18][CH2:17][CH2:16][CH2:15][CH2:14][CH2:13][CH2:12]1.[OH:19]N1[C:30](=[O:31])[C:29]2[C:24](=[CH:25][CH:26]=[CH:27][CH:28]=2)S1(=O)=O.